Dataset: Reaction yield outcomes from USPTO patents with 853,638 reactions. Task: Predict the reaction yield, written as a fraction of the theoretical maximum amount of product (1.0 means a 100% yield; for example, 0.34 means a 34% yield). (1) The reactants are [NH2:1][C:2]1[CH:3]=[CH:4][C:5]([O:8][CH3:9])=[N:6][CH:7]=1.C(N(C(C)C)C(C)C)C.[C:19](Cl)(=[O:26])[C:20]1[CH:25]=[CH:24][CH:23]=[CH:22][CH:21]=1.CCCCCCC. The catalyst is ClCCl. The product is [CH3:9][O:8][C:5]1[N:6]=[CH:7][C:2]([NH:1][C:19](=[O:26])[C:20]2[CH:25]=[CH:24][CH:23]=[CH:22][CH:21]=2)=[CH:3][CH:4]=1. The yield is 0.750. (2) The reactants are [CH3:1][N:2]1[C:10]2[C:5](=[CH:6][CH:7]=[CH:8][CH:9]=2)[C:4]([CH2:11][C:12]2[C:13](=[O:19])[NH:14][C:15](=[S:18])[NH:16][CH:17]=2)=[CH:3]1.[Cl:20][C:21]1[CH:26]=[CH:25][C:24]([O:27][C:28]2[CH:33]=[CH:32][C:31]([CH2:34]Cl)=[CH:30][CH:29]=2)=[CH:23][C:22]=1[C:36]([F:39])([F:38])[F:37].C([O-])([O-])=O.[K+].[K+]. The catalyst is CN(C=O)C.CC(=O)OCC. The product is [Cl:20][C:21]1[CH:26]=[CH:25][C:24]([O:27][C:28]2[CH:29]=[CH:30][C:31]([CH2:34][S:18][C:15]3[NH:16][CH:17]=[C:12]([CH2:11][C:4]4[C:5]5[C:10](=[CH:9][CH:8]=[CH:7][CH:6]=5)[N:2]([CH3:1])[CH:3]=4)[C:13](=[O:19])[N:14]=3)=[CH:32][CH:33]=2)=[CH:23][C:22]=1[C:36]([F:37])([F:38])[F:39]. The yield is 0.247. (3) The catalyst is O. The yield is 0.890. The reactants are [OH:1][C:2](C1SC=CC=1)(C1SC=CC=1)[C:3]([O:5][C@H:6]1[CH2:11][CH2:10][C@H:9](N(CCN)C)[CH2:8][CH2:7]1)=O.[OH-:27].[Li+].C1[CH2:33][O:32]CC1. The product is [OH:32][CH2:33][C:9]1[CH:8]=[CH:7][C:6]([O:5][CH2:3][C:2]([OH:1])=[O:27])=[CH:11][CH:10]=1.